Regression. Given a peptide amino acid sequence and an MHC pseudo amino acid sequence, predict their binding affinity value. This is MHC class I binding data. From a dataset of Peptide-MHC class I binding affinity with 185,985 pairs from IEDB/IMGT. (1) The peptide sequence is TLKPGTMSV. The MHC is HLA-A26:01 with pseudo-sequence HLA-A26:01. The binding affinity (normalized) is 0.0847. (2) The peptide sequence is VYDFFVWV. The MHC is H-2-Kb with pseudo-sequence H-2-Kb. The binding affinity (normalized) is 0.149. (3) The peptide sequence is DWMERIEDF. The MHC is HLA-B51:01 with pseudo-sequence HLA-B51:01. The binding affinity (normalized) is 0.0847. (4) The peptide sequence is YMLWNSWLS. The MHC is HLA-A02:11 with pseudo-sequence HLA-A02:11. The binding affinity (normalized) is 1.00. (5) The peptide sequence is LNVTESFDAW. The MHC is Mamu-B52 with pseudo-sequence Mamu-B52. The binding affinity (normalized) is 0.422.